This data is from Forward reaction prediction with 1.9M reactions from USPTO patents (1976-2016). The task is: Predict the product of the given reaction. (1) Given the reactants [O:1]1[C:5]2([CH2:10][CH2:9][CH:8]([N:11]3[C:15]4=[N:16][CH:17]=[N:18][C:19]([NH2:20])=[C:14]4[C:13](I)=[N:12]3)[CH2:7][CH2:6]2)[O:4][CH2:3][CH2:2]1.CC1(C)C(C)(C)OB([C:30]2[CH:42]=[CH:41][C:33]([O:34][C:35]3[N:40]=[CH:39][CH:38]=[CH:37][N:36]=3)=[CH:32][CH:31]=2)O1.C(=O)([O-])[O-].[Na+].[Na+], predict the reaction product. The product is: [O:1]1[C:5]2([CH2:10][CH2:9][CH:8]([N:11]3[C:15]4=[N:16][CH:17]=[N:18][C:19]([NH2:20])=[C:14]4[C:13]([C:30]4[CH:42]=[CH:41][C:33]([O:34][C:35]5[N:36]=[CH:37][CH:38]=[CH:39][N:40]=5)=[CH:32][CH:31]=4)=[N:12]3)[CH2:7][CH2:6]2)[O:4][CH2:3][CH2:2]1. (2) The product is: [Cl-:26].[CH3:20][N+:18]([CH3:19])([CH2:27][C:28]([O:30][CH2:31][CH2:32][C:33]1[CH:38]=[CH:37][CH:36]=[CH:35][CH:34]=1)=[O:29])[CH2:17][CH2:16][CH2:15][NH:14][C:1](=[O:13])[CH2:2][CH2:3][CH2:4][CH2:5][CH2:6][CH2:7][CH2:8][CH2:9][CH2:10][CH2:11][CH3:12]. Given the reactants [C:1]([NH:14][CH2:15][CH2:16][CH2:17][N:18]([CH3:20])[CH3:19])(=[O:13])[CH2:2][CH2:3][CH2:4][CH2:5][CH2:6][CH2:7][CH2:8][CH2:9][CH2:10][CH2:11][CH3:12].C(OCC)C.[Cl:26][CH2:27][C:28]([O:30][CH2:31][CH2:32][C:33]1[CH:38]=[CH:37][CH:36]=[CH:35][CH:34]=1)=[O:29].ClCC([O-])=O, predict the reaction product. (3) Given the reactants [C:1]([O:5][C:6](=[O:25])[NH:7][C@H:8]1[C@H:17]([O:18][CH3:19])[CH2:16][C:15]2[C:10](=[CH:11][C:12]([OH:20])=[CH:13][CH:14]=2)[C:9]1([CH2:23][CH3:24])[CH2:21][CH3:22])([CH3:4])([CH3:3])[CH3:2].C(N(CC)CC)C.C(OCC)(=O)C.[F:39][C:40]([F:46])([F:45])[S:41](Cl)(=[O:43])=[O:42], predict the reaction product. The product is: [C:1]([O:5][C:6]([NH:7][C@@H:8]1[C:9]([CH2:21][CH3:22])([CH2:23][CH3:24])[C:10]2[CH:11]=[C:12]([O:20][S:41]([C:40]([F:46])([F:45])[F:39])(=[O:43])=[O:42])[CH:13]=[CH:14][C:15]=2[CH2:16][C@H:17]1[O:18][CH3:19])=[O:25])([CH3:3])([CH3:4])[CH3:2]. (4) Given the reactants [C:1](Cl)(=[O:8])[C:2]1[CH:7]=[CH:6][CH:5]=[CH:4][CH:3]=1.[Cl:10][C:11]1[CH:12]=[C:13]([CH:19]=[CH:20][CH:21]=1)[CH2:14][S:15][CH2:16][CH2:17][NH2:18], predict the reaction product. The product is: [Cl:10][C:11]1[CH:12]=[C:13]([CH:19]=[CH:20][CH:21]=1)[CH2:14][S:15][CH2:16][CH2:17][NH:18][C:1](=[O:8])[C:2]1[CH:7]=[CH:6][CH:5]=[CH:4][CH:3]=1. (5) Given the reactants [O:1]=[C:2]1[C:6]2=[CH:7][N:8]([CH2:15][C:16]3[CH:21]=[CH:20][C:19]([N:22]4[CH:26]=[CH:25][CH:24]=[N:23]4)=[CH:18][CH:17]=3)[C:9]3[CH:10]=[CH:11][CH:12]=[CH:13][C:14]=3[C:5]2=[N:4][N:3]1[C:27]1[CH:34]=[CH:33][CH:32]=[CH:31][C:28]=1C=O.[CH2:35]([Mg]Br)[CH3:36].[C:39](=O)(O)[O-:40].[Na+].O, predict the reaction product. The product is: [OH:40][CH2:39][CH2:35][CH2:36][C:28]1[CH:31]=[CH:32][CH:33]=[CH:34][C:27]=1[N:3]1[C:2](=[O:1])[C:6]2=[CH:7][N:8]([CH2:15][C:16]3[CH:17]=[CH:18][C:19]([N:22]4[CH:26]=[CH:25][CH:24]=[N:23]4)=[CH:20][CH:21]=3)[C:9]3[CH:10]=[CH:11][CH:12]=[CH:13][C:14]=3[C:5]2=[N:4]1. (6) Given the reactants [H-].[Na+].[Br:3][C:4]1[CH:9]=[CH:8][C:7]([C:10]([CH3:14])([CH3:13])[CH2:11][OH:12])=[CH:6][CH:5]=1.[CH3:15]I.[Cl-].[NH4+], predict the reaction product. The product is: [Br:3][C:4]1[CH:5]=[CH:6][C:7]([C:10]([CH3:14])([CH3:13])[CH2:11][O:12][CH3:15])=[CH:8][CH:9]=1. (7) Given the reactants [NH2:1][C:2]1[N:3]=[CH:4][C:5]2[CH2:11][N:10]([C:12]3[CH:20]=[CH:19][C:15]([C:16](O)=[O:17])=[CH:14][CH:13]=3)[CH2:9][CH2:8][C:6]=2[N:7]=1.[NH2:21][C:22]1[CH:27]=[CH:26][CH:25]=[CH:24][CH:23]=1.C(N(CC)C(C)C)(C)C.CN(C(ON1N=NC2C=CC=CC1=2)=[N+](C)C)C.F[P-](F)(F)(F)(F)F, predict the reaction product. The product is: [NH2:1][C:2]1[N:3]=[CH:4][C:5]2[CH2:11][N:10]([C:12]3[CH:20]=[CH:19][C:15]([C:16]([NH:21][C:22]4[CH:27]=[CH:26][CH:25]=[CH:24][CH:23]=4)=[O:17])=[CH:14][CH:13]=3)[CH2:9][CH2:8][C:6]=2[N:7]=1. (8) Given the reactants C[O:2][C:3](=[O:30])[CH2:4][O:5][C:6]1[CH:15]=[CH:14][C:13]([Cl:16])=[C:12]2[C:7]=1[C:8]([O:26][CH:27]([F:29])[F:28])=[C:9]([S:18][C:19]1[CH:24]=[CH:23][C:22]([Cl:25])=[CH:21][CH:20]=1)[C:10]([CH3:17])=[N:11]2.[OH-].[Na+].Cl, predict the reaction product. The product is: [Cl:16][C:13]1[CH:14]=[CH:15][C:6]([O:5][CH2:4][C:3]([OH:30])=[O:2])=[C:7]2[C:12]=1[N:11]=[C:10]([CH3:17])[C:9]([S:18][C:19]1[CH:20]=[CH:21][C:22]([Cl:25])=[CH:23][CH:24]=1)=[C:8]2[O:26][CH:27]([F:28])[F:29]. (9) Given the reactants [CH3:1][C@@H:2]1[O:9][C:3](=[O:4])[C@H:2]([CH3:1])[O:9][C:3]1=[O:4].[CH:11]([NH2:18])([NH2:17])[CH2:12][CH2:13][CH2:14][CH2:15][CH3:16], predict the reaction product. The product is: [C:3]([NH2:17])(=[O:4])[CH:2]([CH3:1])[OH:9].[CH:11]([NH2:18])([NH2:17])[CH2:12][CH2:13][CH2:14][CH2:15][CH3:16]. (10) The product is: [Cl:39][C:38]1[C:33]([CH2:32][N:6]2[C:5]3[CH:7]=[C:8]([O:12][CH2:13][CH2:14][CH2:15][C:16]([O:18][CH2:19][CH3:20])=[O:17])[CH:9]=[C:10]([CH3:11])[C:4]=3[N:3]=[C:2]2[CH3:1])=[N:34][CH:35]=[C:36]([O:40][CH2:41][CH2:42][CH2:43][CH2:44][CH3:45])[CH:37]=1. Given the reactants [CH3:1][C:2]1[NH:6][C:5]2[CH:7]=[C:8]([O:12][CH2:13][CH2:14][CH2:15][C:16]([O:18][CH2:19][CH3:20])=[O:17])[CH:9]=[C:10]([CH3:11])[C:4]=2[N:3]=1.C([O-])([O-])=O.[K+].[K+].CS(O[CH2:32][C:33]1[C:38]([Cl:39])=[CH:37][C:36]([O:40][CH2:41][CH2:42][CH2:43][CH2:44][CH3:45])=[CH:35][N:34]=1)(=O)=O.[NH4+].[Cl-], predict the reaction product.